Dataset: Catalyst prediction with 721,799 reactions and 888 catalyst types from USPTO. Task: Predict which catalyst facilitates the given reaction. (1) Reactant: [CH2:1]([O:6][CH:7]1[CH2:16][CH2:15][C:14]2[CH:13]=[C:12]([C@H:17]3[CH2:26][CH2:25][C@@:19]4([NH:23]C(=O)[O:21][CH2:20]4)[CH2:18]3)[CH:11]=[CH:10][C:9]=2[CH2:8]1)[CH2:2][CH2:3][CH2:4][CH3:5].O.[OH-].[Li+].O1CCOCC1. Product: [NH2:23][C@:19]1([CH2:20][OH:21])[CH2:25][CH2:26][C@H:17]([C:12]2[CH:11]=[CH:10][C:9]3[CH2:8][CH:7]([O:6][CH2:1][CH2:2][CH2:3][CH2:4][CH3:5])[CH2:16][CH2:15][C:14]=3[CH:13]=2)[CH2:18]1. The catalyst class is: 6. (2) Reactant: [C:1]([C:5]1[CH:45]=[CH:44][C:8]([CH2:9][O:10][C:11]2[CH:19]=[C:18]3[C:14]([C:15]([CH:31]4[CH2:36][CH2:35][N:34](C(OC(C)(C)C)=O)[CH2:33][CH2:32]4)=[CH:16][N:17]3[CH2:20][C:21]3[CH:26]=[CH:25][C:24]([C:27]([CH3:30])([CH3:29])[CH3:28])=[CH:23][CH:22]=3)=[CH:13][CH:12]=2)=[CH:7][CH:6]=1)([CH3:4])([CH3:3])[CH3:2].C(Cl)[Cl:47]. Product: [ClH:47].[C:1]([C:5]1[CH:45]=[CH:44][C:8]([CH2:9][O:10][C:11]2[CH:19]=[C:18]3[C:14]([C:15]([CH:31]4[CH2:36][CH2:35][NH:34][CH2:33][CH2:32]4)=[CH:16][N:17]3[CH2:20][C:21]3[CH:26]=[CH:25][C:24]([C:27]([CH3:30])([CH3:29])[CH3:28])=[CH:23][CH:22]=3)=[CH:13][CH:12]=2)=[CH:7][CH:6]=1)([CH3:2])([CH3:3])[CH3:4]. The catalyst class is: 818. (3) Reactant: [Cl:1][C:2]1[C:3]([O:12][C:13]2[CH:18]=[C:17]([O:19][CH2:20][CH2:21][O:22][CH3:23])[CH:16]=[CH:15][C:14]=2/[CH:24]=[C:25](\[CH3:29])/[C:26]([OH:28])=O)=[N:4][CH:5]=[C:6]([C:8]([F:11])([F:10])[F:9])[CH:7]=1.Cl.C(N=C=NCCCN(C)C)C.[CH3:42][O:43][CH2:44][CH2:45][CH2:46][NH:47][S:48]([NH2:51])(=[O:50])=[O:49].Cl. Product: [Cl:1][C:2]1[C:3]([O:12][C:13]2[CH:18]=[C:17]([O:19][CH2:20][CH2:21][O:22][CH3:23])[CH:16]=[CH:15][C:14]=2/[CH:24]=[C:25](\[CH3:29])/[C:26]([NH:51][S:48]([NH:47][CH2:46][CH2:45][CH2:44][O:43][CH3:42])(=[O:50])=[O:49])=[O:28])=[N:4][CH:5]=[C:6]([C:8]([F:11])([F:10])[F:9])[CH:7]=1. The catalyst class is: 766.